Dataset: Full USPTO retrosynthesis dataset with 1.9M reactions from patents (1976-2016). Task: Predict the reactants needed to synthesize the given product. Given the product [NH2:15][C:11]1([C:8]2[CH:9]=[CH:10][C:5]([C:3]3[N:29]=[C:30]4[C:31]([CH3:41])=[C:32]([CH3:40])[C:33]([C:36]([O:38][CH3:39])=[O:37])=[N:34][N:35]4[C:2]=3[C:23]3[CH:24]=[CH:25][CH:26]=[CH:27][CH:28]=3)=[CH:6][CH:7]=2)[CH2:14][CH2:13][CH2:12]1, predict the reactants needed to synthesize it. The reactants are: Br[CH:2]([C:23]1[CH:28]=[CH:27][CH:26]=[CH:25][CH:24]=1)[C:3]([C:5]1[CH:10]=[CH:9][C:8]([C:11]2([NH:15]C(=O)OC(C)(C)C)[CH2:14][CH2:13][CH2:12]2)=[CH:7][CH:6]=1)=O.[NH2:29][C:30]1[N:35]=[N:34][C:33]([C:36]([O:38][CH3:39])=[O:37])=[C:32]([CH3:40])[C:31]=1[CH3:41].C(N(CC)C(C)C)(C)C.